This data is from Forward reaction prediction with 1.9M reactions from USPTO patents (1976-2016). The task is: Predict the product of the given reaction. (1) Given the reactants [C:1](C1NC=CN=1)(C1NC=CN=1)=[O:2].[NH2:13][C:14]1[CH:19]=[C:18]([F:20])[CH:17]=[CH:16][C:15]=1[OH:21], predict the reaction product. The product is: [F:20][C:18]1[CH:17]=[CH:16][C:15]2[O:21][C:1](=[O:2])[NH:13][C:14]=2[CH:19]=1. (2) Given the reactants [O:1]=[S:2]1(=[O:18])[N:7]([C:8]2[CH:13]=[CH:12][CH:11]=[CH:10][CH:9]=2)[CH2:6][CH2:5][CH2:4][N:3]1[CH2:14][C:15]([OH:17])=O.Cl.[CH:20]12[CH2:29][CH:24]3[CH2:25][CH:26]([CH2:28][CH:22]([CH2:23]3)[CH:21]1[NH2:30])[CH2:27]2.CCN=C=NCCCN(C)C, predict the reaction product. The product is: [CH:20]12[CH2:29][CH:24]3[CH2:25][CH:26]([CH2:28][CH:22]([CH2:23]3)[CH:21]1[NH:30][C:15](=[O:17])[CH2:14][N:3]1[CH2:4][CH2:5][CH2:6][N:7]([C:8]3[CH:9]=[CH:10][CH:11]=[CH:12][CH:13]=3)[S:2]1(=[O:1])=[O:18])[CH2:27]2.